Dataset: Full USPTO retrosynthesis dataset with 1.9M reactions from patents (1976-2016). Task: Predict the reactants needed to synthesize the given product. (1) Given the product [Br:1][C:2]1[C:3]([OH:9])=[N:4][C:5]([N:13]2[CH2:12][CH2:11][N:10]([C:16]([O:18][C:19]([CH3:22])([CH3:21])[CH3:20])=[O:17])[CH2:15][CH2:14]2)=[N:6][CH:7]=1, predict the reactants needed to synthesize it. The reactants are: [Br:1][C:2]1[C:3]([OH:9])=[N:4][C:5](Cl)=[N:6][CH:7]=1.[N:10]1([C:16]([O:18][C:19]([CH3:22])([CH3:21])[CH3:20])=[O:17])[CH2:15][CH2:14][NH:13][CH2:12][CH2:11]1. (2) Given the product [CH2:37]([N:39]1[C:32](=[O:33])[C:4]2[CH:5]([C:20]3[CH:25]=[CH:24][C:23]([C:26]#[N:27])=[CH:22][C:21]=3[S:28]([CH3:31])(=[O:29])=[O:30])[NH:6][C:7](=[O:19])[N:8]([C:9]3[CH:14]=[CH:13][CH:12]=[C:11]([C:15]([F:17])([F:16])[F:18])[CH:10]=3)[C:3]=2[CH2:2]1)[CH3:38], predict the reactants needed to synthesize it. The reactants are: Br[CH2:2][C:3]1[N:8]([C:9]2[CH:14]=[CH:13][CH:12]=[C:11]([C:15]([F:18])([F:17])[F:16])[CH:10]=2)[C:7](=[O:19])[NH:6][CH:5]([C:20]2[CH:25]=[CH:24][C:23]([C:26]#[N:27])=[CH:22][C:21]=2[S:28]([CH3:31])(=[O:30])=[O:29])[C:4]=1[C:32](OCC)=[O:33].[CH2:37]([NH2:39])[CH3:38]. (3) Given the product [Si:1]([O:8][C@@H:9]([C@@H:35]([CH3:82])/[CH:36]=[CH:37]\[C@@H:38]([O:74][Si:75]([C:78]([CH3:81])([CH3:80])[CH3:79])([CH3:77])[CH3:76])[CH2:39][C@H:40]([O:66][Si:67]([C:70]([CH3:73])([CH3:72])[CH3:71])([CH3:68])[CH3:69])[C@H:41]([CH3:65])/[CH:42]=[CH:43]/[CH2:44][O:45][C:46]([C:47]1[CH:52]=[CH:51][CH:50]=[CH:49][CH:48]=1)([C:59]1[CH:64]=[CH:63][CH:62]=[CH:61][CH:60]=1)[C:53]1[CH:54]=[CH:55][CH:56]=[CH:57][CH:58]=1)[C@@H:10]([CH3:34])[CH2:11][CH2:12][CH2:13][CH2:14][C:15](=[O:33])[C@@H:16]([C@@H:18]1[C@@H:23]([CH3:24])[CH2:22][O:21][CH:20]([C:25]2[CH:30]=[CH:29][C:28]([O:31][CH3:32])=[CH:27][CH:26]=2)[O:19]1)[CH3:17])([C:4]([CH3:5])([CH3:6])[CH3:7])([CH3:2])[CH3:3], predict the reactants needed to synthesize it. The reactants are: [Si:1]([O:8][C@@H:9]([C@@H:35]([CH3:82])/[CH:36]=[CH:37]\[C@@H:38]([O:74][Si:75]([C:78]([CH3:81])([CH3:80])[CH3:79])([CH3:77])[CH3:76])[CH2:39][C@H:40]([O:66][Si:67]([C:70]([CH3:73])([CH3:72])[CH3:71])([CH3:69])[CH3:68])[C@H:41]([CH3:65])/[CH:42]=[CH:43]/[CH2:44][O:45][C:46]([C:59]1[CH:64]=[CH:63][CH:62]=[CH:61][CH:60]=1)([C:53]1[CH:58]=[CH:57][CH:56]=[CH:55][CH:54]=1)[C:47]1[CH:52]=[CH:51][CH:50]=[CH:49][CH:48]=1)[C@@H:10]([CH3:34])[CH2:11][CH2:12]/[CH:13]=[CH:14]/[C:15](=[O:33])[C@@H:16]([C@@H:18]1[C@@H:23]([CH3:24])[CH2:22][O:21][CH:20]([C:25]2[CH:30]=[CH:29][C:28]([O:31][CH3:32])=[CH:27][CH:26]=2)[O:19]1)[CH3:17])([C:4]([CH3:7])([CH3:6])[CH3:5])([CH3:3])[CH3:2].[BH4-].[Na+]. (4) Given the product [F:33][C:34]1[CH:65]=[CH:64][CH:63]=[C:62]([C:66]([F:68])([F:67])[F:69])[C:35]=1[C:36]([NH:38][C:39]1[CH:44]=[CH:43][C:42]([C:45]2[S:49][C:48]([CH:50]3[CH2:55][CH2:54][CH:53]([CH2:56][C:57]([OH:59])=[O:58])[CH2:52][CH2:51]3)=[N:47][CH:46]=2)=[CH:41][CH:40]=1)=[O:37], predict the reactants needed to synthesize it. The reactants are: ClC1C=CC=CC=1NC(=O)NC1C=CC(C2SC(C3CCC(CC(O)=O)CC3)=NC=2)=CC=1.[F:33][C:34]1[CH:65]=[CH:64][CH:63]=[C:62]([C:66]([F:69])([F:68])[F:67])[C:35]=1[C:36]([NH:38][C:39]1[CH:44]=[CH:43][C:42]([C:45]2[S:49][C:48]([CH:50]3[CH2:55][CH2:54][CH:53]([CH2:56][C:57]([O:59]CC)=[O:58])[CH2:52][CH2:51]3)=[N:47][CH:46]=2)=[CH:41][CH:40]=1)=[O:37]. (5) The reactants are: [Cl:1][C:2]1[C:10]2[CH:9]=[C:8]([O:11][CH2:12][C:13]3[CH:18]=[CH:17][C:16]([O:19][CH:20]([CH3:22])[CH3:21])=[C:15]([C:23]([F:26])([F:25])[F:24])[CH:14]=3)[CH:7]=[CH:6][C:5]=2[N:4]2[CH2:27][CH2:28][C@H:29]([CH2:30][C:31]([OH:33])=[O:32])[C:3]=12.[NH2:34][C@H:35]([C:43]([OH:45])=[O:44])[CH2:36][CH2:37][CH2:38][NH:39][C:40](=[NH:42])[NH2:41].O. Given the product [NH2:34][C@H:35]([C:43]([OH:45])=[O:44])[CH2:36][CH2:37][CH2:38][NH:39][C:40](=[NH:41])[NH2:42].[Cl:1][C:2]1[C:10]2[CH:9]=[C:8]([O:11][CH2:12][C:13]3[CH:18]=[CH:17][C:16]([O:19][CH:20]([CH3:22])[CH3:21])=[C:15]([C:23]([F:24])([F:25])[F:26])[CH:14]=3)[CH:7]=[CH:6][C:5]=2[N:4]2[CH2:27][CH2:28][C@H:29]([CH2:30][C:31]([OH:33])=[O:32])[C:3]=12, predict the reactants needed to synthesize it.